Dataset: Full USPTO retrosynthesis dataset with 1.9M reactions from patents (1976-2016). Task: Predict the reactants needed to synthesize the given product. (1) Given the product [Br:20][C:21]1[CH:26]=[CH:25][C:24]([C:27]2([CH3:32])[CH2:30][O:31][CH2:28]2)=[CH:23][CH:22]=1, predict the reactants needed to synthesize it. The reactants are: C1(P(C2C=CC=CC=2)C2C=CC=CC=2)C=CC=CC=1.[Br:20][C:21]1[CH:26]=[CH:25][C:24]([C:27]([CH3:32])([CH2:30][OH:31])[CH2:28]O)=[CH:23][CH:22]=1.N(C(OCC)=O)=NC(OCC)=O. (2) Given the product [Cl:12][C:13]1[CH:14]=[CH:15][C:16]([O:22][CH3:23])=[C:17]([C:19]2[N:3]=[N:2][N:1]([C:4]3[CH:9]=[CH:8][C:7]([Cl:10])=[CH:6][C:5]=3[Cl:11])[C:20]=2[NH2:21])[CH:18]=1, predict the reactants needed to synthesize it. The reactants are: [N:1]([C:4]1[CH:9]=[CH:8][C:7]([Cl:10])=[CH:6][C:5]=1[Cl:11])=[N+:2]=[N-:3].[Cl:12][C:13]1[CH:14]=[CH:15][C:16]([O:22][CH3:23])=[C:17]([CH2:19][C:20]#[N:21])[CH:18]=1.C[O-].[Na+].